Dataset: Full USPTO retrosynthesis dataset with 1.9M reactions from patents (1976-2016). Task: Predict the reactants needed to synthesize the given product. (1) Given the product [NH2:28][C:29]1[C:30](/[CH:31]=[C:4](\[NH:11][C:12]([O:14][C:15]([CH3:16])([CH3:17])[CH3:18])=[O:13])/[C:3]([O:2][CH3:1])=[O:19])=[CH:33][CH:34]=[CH:35][N:36]=1, predict the reactants needed to synthesize it. The reactants are: [CH3:1][O:2][C:3](=[O:19])[CH:4]([NH:11][C:12]([O:14][C:15]([CH3:18])([CH3:17])[CH3:16])=[O:13])P(OC)(OC)=O.CN(C)C(=N)N(C)C.[NH2:28][C:29]1[N:36]=[CH:35][CH:34]=[CH:33][C:30]=1[CH:31]=O. (2) Given the product [F:4][C:2]([C:5]1[O:9][C:8]([CH2:10][N:11]2[CH:15]=[CH:14][C:13]([NH:16][C:23]([C:21]3[N:22]=[C:18]([CH3:17])[O:19][C:20]=3[C:26]3[CH:27]=[C:28]([CH3:32])[CH:29]=[CH:30][CH:31]=3)=[O:24])=[N:12]2)=[CH:7][CH:6]=1)([F:1])[CH3:3], predict the reactants needed to synthesize it. The reactants are: [F:1][C:2]([C:5]1[O:9][C:8]([CH2:10][N:11]2[CH:15]=[CH:14][C:13]([NH2:16])=[N:12]2)=[CH:7][CH:6]=1)([F:4])[CH3:3].[CH3:17][C:18]1[O:19][C:20]([C:26]2[CH:27]=[C:28]([CH3:32])[CH:29]=[CH:30][CH:31]=2)=[C:21]([C:23](O)=[O:24])[N:22]=1. (3) Given the product [CH3:1][O:5][C:6](=[O:7])[NH:8][C@@H:9]([C:51]([CH3:55])([CH3:54])[CH2:52][OH:53])[C:10](=[O:11])[NH:12][C@@H:13]([CH2:44][C:45]1[CH:46]=[CH:47][CH:48]=[CH:49][CH:50]=1)[C@@H:14]([OH:43])[CH2:15][C@H:16]([CH2:17][C:18]1[CH:23]=[CH:22][C:21]([C:24]2[CH:29]=[CH:28][CH:27]=[CH:26][N:25]=2)=[CH:20][CH:19]=1)[NH:30][C:31](=[O:42])[C@H:32]([C:38]([CH3:41])([CH3:40])[CH3:39])[NH:33][C:34](=[O:35])[O:36][CH3:37], predict the reactants needed to synthesize it. The reactants are: [C:1]([O:5][C:6]([NH:8][C@@H:9]([C:51]([CH3:55])([CH3:54])[CH2:52][OH:53])[C:10]([NH:12][C@@H:13]([CH2:44][C:45]1[CH:50]=[CH:49][CH:48]=[CH:47][CH:46]=1)[C@@H:14]([OH:43])[CH2:15][C@@H:16]([NH:30][C:31](=[O:42])[C@H:32]([C:38]([CH3:41])([CH3:40])[CH3:39])[NH:33][C:34]([O:36][CH3:37])=[O:35])[CH2:17][C:18]1[CH:23]=[CH:22][C:21]([C:24]2[CH:29]=[CH:28][CH:27]=[CH:26][N:25]=2)=[CH:20][CH:19]=1)=[O:11])=[O:7])(C)(C)C.FC(F)(F)C(O)=O.C(N(C(C)C)CC)(C)C.ClC(OC)=O. (4) Given the product [Br:1][C:2]1[C:3](=[O:21])[N:4]([CH:17]2[CH2:18][CH2:20]2)[CH:5]=[C:6]([CH3:23])[C:7]=1[O:8][CH2:9][C:10]1[CH:11]=[CH:12][C:13]([F:16])=[CH:14][CH:15]=1, predict the reactants needed to synthesize it. The reactants are: [Br:1][C:2]1[C:3](=[O:21])[N:4]([CH2:17][CH:18]2[CH2:20]C2)[CH:5]=[CH:6][C:7]=1[O:8][CH2:9][C:10]1[CH:15]=[CH:14][C:13]([F:16])=[CH:12][CH:11]=1.Br[C:23]1C(=O)NC=CC=1OCC1C=CC(F)=CC=1.C([O-])([O-])=O.[K+].[K+].C1(CBr)CC1. (5) Given the product [F:70][C:33]([F:32])([F:69])[C:34]1[CH:68]=[CH:67][C:37]([CH2:38][N:39]2[CH:44]=[C:43]([C:45](=[O:53])[CH:46]=[C:47]([OH:52])[C:48]([OH:50])=[O:49])[C:42](=[O:54])[N:41]([CH2:55][C:56]3[CH:61]=[CH:60][C:59]([C:62]([F:63])([F:64])[F:65])=[CH:58][CH:57]=3)[C:40]2=[O:66])=[CH:36][CH:35]=1, predict the reactants needed to synthesize it. The reactants are: C(N1C=C(C(=O)C=C(O)C(OC)=O)C(=O)N(CC2C=CC=CC=2)C1=O)C1C=CC=CC=1.[F:32][C:33]([F:70])([F:69])[C:34]1[CH:68]=[CH:67][C:37]([CH2:38][N:39]2[CH:44]=[C:43]([C:45](=[O:53])[CH:46]=[C:47]([OH:52])[C:48]([O:50]C)=[O:49])[C:42](=[O:54])[N:41]([CH2:55][C:56]3[CH:61]=[CH:60][C:59]([C:62]([F:65])([F:64])[F:63])=[CH:58][CH:57]=3)[C:40]2=[O:66])=[CH:36][CH:35]=1. (6) Given the product [CH3:1][O:2][C:3](=[O:27])[CH2:4][C:5]1[CH:6]=[C:7]([C:13]2[CH:18]=[CH:17][C:16]([C:19]([F:20])([F:22])[F:21])=[CH:15][C:14]=2[CH2:23][N:24]([CH2:25][CH3:26])[C:40](=[O:45])[C:41]([F:42])([F:43])[F:44])[C:8]([O:11][CH3:12])=[CH:9][CH:10]=1, predict the reactants needed to synthesize it. The reactants are: [CH3:1][O:2][C:3](=[O:27])[CH2:4][C:5]1[CH:6]=[C:7]([C:13]2[CH:18]=[CH:17][C:16]([C:19]([F:22])([F:21])[F:20])=[CH:15][C:14]=2[CH2:23][NH:24][CH2:25][CH3:26])[C:8]([O:11][CH3:12])=[CH:9][CH:10]=1.C(N(CC)CC)C.[F:42][C:41]([F:44])([F:43])[C:40](O[C:40](=[O:45])[C:41]([F:44])([F:43])[F:42])=[O:45]. (7) Given the product [NH:24]1[C:1]([CH:3]2[CH2:8][CH:7]([C:9]([O:11][CH2:12][CH3:13])=[O:10])[CH2:6][CH2:5][N:4]2[C:14]([O:16][CH2:17][C:18]2[CH:19]=[CH:20][CH:21]=[CH:22][CH:23]=2)=[O:15])=[N:2][N:26]=[N:25]1, predict the reactants needed to synthesize it. The reactants are: [C:1]([CH:3]1[CH2:8][CH:7]([C:9]([O:11][CH2:12][CH3:13])=[O:10])[CH2:6][CH2:5][N:4]1[C:14]([O:16][CH2:17][C:18]1[CH:23]=[CH:22][CH:21]=[CH:20][CH:19]=1)=[O:15])#[N:2].[N-:24]=[N+:25]=[N-:26].[Na+].Cl.C(N(CC)CC)C.